Task: Predict the reactants needed to synthesize the given product.. Dataset: Full USPTO retrosynthesis dataset with 1.9M reactions from patents (1976-2016) The reactants are: C(OC(=O)[NH:7][CH2:8][CH2:9][CH2:10][CH2:11][N:12]1[C:24]2[C:23]3[CH:22]=[CH:21][C:20]([O:25][CH2:26][C:27]4[CH:32]=[CH:31][CH:30]=[CH:29][CH:28]=4)=[CH:19][C:18]=3[N:17]=[CH:16][C:15]=2[N:14]=[C:13]1[CH2:33][O:34][CH2:35][CH3:36])(C)(C)C.[ClH:38]. Given the product [ClH:38].[ClH:38].[CH2:26]([O:25][C:20]1[CH:21]=[CH:22][C:23]2[C:24]3[N:12]([CH2:11][CH2:10][CH2:9][CH2:8][NH2:7])[C:13]([CH2:33][O:34][CH2:35][CH3:36])=[N:14][C:15]=3[CH:16]=[N:17][C:18]=2[CH:19]=1)[C:27]1[CH:32]=[CH:31][CH:30]=[CH:29][CH:28]=1, predict the reactants needed to synthesize it.